From a dataset of Forward reaction prediction with 1.9M reactions from USPTO patents (1976-2016). Predict the product of the given reaction. (1) Given the reactants [N:1]1[N:5]2[CH:6]=[CH:7][CH:8]=[CH:9][C:4]2=[C:3]([C:10]2[CH:33]=[CH:32][C:13]([CH2:14][N:15]3[CH2:23][C:22]4[CH:21]=[CH:20][N:19]=[C:18]([O:24][CH2:25][CH:26]5[CH2:30][CH2:29][CH2:28][O:27]5)[C:17]=4[C:16]3=[O:31])=[CH:12][CH:11]=2)[CH:2]=1, predict the reaction product. The product is: [O:27]1[CH2:28][CH2:29][CH2:30][CH:26]1[CH2:25][O:24][C:18]1[C:17]2[C:16](=[O:31])[N:15]([CH2:14][C:13]3[CH:12]=[CH:11][C:10]([C:3]4[CH:2]=[N:1][N:5]5[CH2:6][CH2:7][CH2:8][CH2:9][C:4]=45)=[CH:33][CH:32]=3)[CH2:23][C:22]=2[CH:21]=[CH:20][N:19]=1. (2) Given the reactants [CH2:1]([O:3][C:4](=[O:14])[CH2:5][C:6]1[CH:11]=[C:10]([Cl:12])[CH:9]=[C:8](Br)[CH:7]=1)[CH3:2].[B:15]1([B:15]2[O:19][C:18]([CH3:21])([CH3:20])[C:17]([CH3:23])([CH3:22])[O:16]2)[O:19][C:18]([CH3:21])([CH3:20])[C:17]([CH3:23])([CH3:22])[O:16]1, predict the reaction product. The product is: [CH2:1]([O:3][C:4](=[O:14])[CH2:5][C:6]1[CH:7]=[C:8]([B:15]2[O:19][C:18]([CH3:21])([CH3:20])[C:17]([CH3:23])([CH3:22])[O:16]2)[CH:9]=[C:10]([Cl:12])[CH:11]=1)[CH3:2]. (3) Given the reactants [CH3:1][Si:2]([CH3:29])([CH3:28])[CH2:3][CH2:4][O:5][CH2:6][N:7]1[CH:11]=[CH:10][N:9]=[C:8]1[CH2:12][NH:13][CH2:14][C:15]1[N:16]([CH2:20][O:21][CH2:22][CH2:23][Si:24]([CH3:27])([CH3:26])[CH3:25])[CH:17]=[CH:18][N:19]=1.[CH:30]([C:32]1[CH:40]=[CH:39][C:35]([C:36](O)=[O:37])=[CH:34][CH:33]=1)=[O:31], predict the reaction product. The product is: [CH:30]([C:32]1[CH:40]=[CH:39][C:35]([C:36]([N:13]([CH2:14][C:15]2[N:16]([CH2:20][O:21][CH2:22][CH2:23][Si:24]([CH3:27])([CH3:26])[CH3:25])[CH:17]=[CH:18][N:19]=2)[CH2:12][C:8]2[N:7]([CH2:6][O:5][CH2:4][CH2:3][Si:2]([CH3:29])([CH3:28])[CH3:1])[CH:11]=[CH:10][N:9]=2)=[O:37])=[CH:34][CH:33]=1)=[O:31]. (4) Given the reactants [CH:1]1([C:5]2[CH:10]=[CH:9][C:8]([NH:11][C:12]3[C:13]4[N:14]([CH:21]=[N:22][CH:23]=4)[CH:15]=[CH:16][C:17]=3[C:18]([OH:20])=O)=[C:7]([F:24])[CH:6]=2)[CH2:4][CH2:3][CH2:2]1.CCN=C=NCCCN(C)C.C1C=CC2N(O)N=NC=2C=1.CCN(C(C)C)C(C)C.[CH:55]([O:57][CH2:58][CH2:59][O:60][NH2:61])=[CH2:56], predict the reaction product. The product is: [CH:55]([O:57][CH2:58][CH2:59][O:60][NH:61][C:18]([C:17]1[CH:16]=[CH:15][N:14]2[CH:21]=[N:22][CH:23]=[C:13]2[C:12]=1[NH:11][C:8]1[CH:9]=[CH:10][C:5]([CH:1]2[CH2:4][CH2:3][CH2:2]2)=[CH:6][C:7]=1[F:24])=[O:20])=[CH2:56].